Dataset: Forward reaction prediction with 1.9M reactions from USPTO patents (1976-2016). Task: Predict the product of the given reaction. (1) Given the reactants BrCCBr.Cl[Si](C)(C)C.I[CH:11]1[CH2:14][N:13]([C:15]([O:17][CH2:18][C:19]2[CH:24]=[CH:23][CH:22]=[CH:21][CH:20]=2)=[O:16])[CH2:12]1.[Cl:25][C:26]1[C:27]([CH3:38])=[C:28](I)[C:29]([O:35][CH3:36])=[C:30]([C:32](=[O:34])[CH3:33])[CH:31]=1, predict the reaction product. The product is: [C:32]([C:30]1[C:29]([O:35][CH3:36])=[C:28]([CH:11]2[CH2:14][N:13]([C:15]([O:17][CH2:18][C:19]3[CH:24]=[CH:23][CH:22]=[CH:21][CH:20]=3)=[O:16])[CH2:12]2)[C:27]([CH3:38])=[C:26]([Cl:25])[CH:31]=1)(=[O:34])[CH3:33]. (2) Given the reactants [Br:1][C:2]1[CH:3]=[N:4][N:5]([CH3:9])[C:6]=1[CH:7]=[O:8].[BH4-].[Na+], predict the reaction product. The product is: [Br:1][C:2]1[CH:3]=[N:4][N:5]([CH3:9])[C:6]=1[CH2:7][OH:8].